This data is from Reaction yield outcomes from USPTO patents with 853,638 reactions. The task is: Predict the reaction yield, written as a fraction of the theoretical maximum amount of product (1.0 means a 100% yield; for example, 0.34 means a 34% yield). (1) The reactants are [CH:1]([C:4]1[CH:13]=[C:12]([O:14][CH3:15])[C:11]([N+:16]([O-:18])=[O:17])=[CH:10][C:5]=1[O:6][CH2:7][C:8]#[N:9])([CH3:3])[CH3:2].CC(O[CH:24]([N:28]([CH3:30])C)[N:25](C)C)(C)C.Cl.[NH2:32]C1C=CC=CC=1.C(=O)(O)O.NC(N)=N. The catalyst is CCO.CN1C(=O)CCC1. The product is [CH:1]([C:4]1[CH:13]=[C:12]([O:14][CH3:15])[C:11]([N+:16]([O-:18])=[O:17])=[CH:10][C:5]=1[O:6][C:7]1[C:24]([NH2:25])=[N:28][C:30]([NH2:32])=[N:9][CH:8]=1)([CH3:3])[CH3:2]. The yield is 0.630. (2) The reactants are [C:1](/[C:3](=[C:7](\OCC)/[CH3:8])/[C:4](=[S:6])[NH2:5])#[N:2].[NH3:12]. The catalyst is CO. The product is [NH2:12]/[C:7](/[CH3:8])=[C:3](\[C:1]#[N:2])/[C:4](=[S:6])[NH2:5]. The yield is 0.630. (3) The reactants are Cl.[Br:2][C:3]1[CH:8]=[CH:7][N:6]=[CH:5][CH:4]=1.[Li+].CC([N-]C(C)C)C.I[C:18]1[CH:23]=[CH:22][CH:21]=[CH:20][CH:19]=1. The catalyst is C1COCC1.[Cl-].[NH4+].[Cl-].[Cl-].[Zn+2].C1C=CC([P]([Pd]([P](C2C=CC=CC=2)(C2C=CC=CC=2)C2C=CC=CC=2)([P](C2C=CC=CC=2)(C2C=CC=CC=2)C2C=CC=CC=2)[P](C2C=CC=CC=2)(C2C=CC=CC=2)C2C=CC=CC=2)(C2C=CC=CC=2)C2C=CC=CC=2)=CC=1. The product is [Br:2][C:3]1[CH:8]=[CH:7][N:6]=[CH:5][C:4]=1[C:18]1[CH:23]=[CH:22][CH:21]=[CH:20][CH:19]=1. The yield is 0.620. (4) The reactants are [NH2:1][C:2]1[C:3]([F:10])=[C:4]([CH:7]=[CH:8][CH:9]=1)[C:5]#[N:6].[CH3:11][N:12]([CH3:22])[C:13]1[CH:21]=[CH:20][C:16]([C:17](Cl)=[O:18])=[CH:15][CH:14]=1.N1C=CC=CC=1. The catalyst is ClCCCl.C(OCC)(=O)C. The product is [C:5]([C:4]1[C:3]([F:10])=[C:2]([NH:1][C:17](=[O:18])[C:16]2[CH:15]=[CH:14][C:13]([N:12]([CH3:11])[CH3:22])=[CH:21][CH:20]=2)[CH:9]=[CH:8][CH:7]=1)#[N:6]. The yield is 0.880. (5) The reactants are [C:1]([C:4]1[CH:5]=[C:6]([CH:9]=[CH:10][CH:11]=1)[C:7]#[N:8])(=[O:3])[CH3:2].CO[CH:14](OC)[N:15]([CH3:17])[CH3:16]. The catalyst is ClCCl. The product is [CH3:14][N:15]([CH3:17])[CH:16]=[CH:2][C:1]([C:4]1[CH:5]=[C:6]([CH:9]=[CH:10][CH:11]=1)[C:7]#[N:8])=[O:3]. The yield is 0.840. (6) The reactants are [CH3:1][O:2][C:3]1[CH:8]=[CH:7][C:6]([Mg]Br)=[CH:5][CH:4]=1.[CH2:11]([N:18]1[CH2:23][CH2:22][C:21](=[O:24])[CH2:20][CH2:19]1)[C:12]1[CH:17]=[CH:16][CH:15]=[CH:14][CH:13]=1. The catalyst is C1COCC1. The product is [CH2:11]([N:18]1[CH2:23][CH2:22][C:21]([C:6]2[CH:7]=[CH:8][C:3]([O:2][CH3:1])=[CH:4][CH:5]=2)([OH:24])[CH2:20][CH2:19]1)[C:12]1[CH:13]=[CH:14][CH:15]=[CH:16][CH:17]=1. The yield is 0.440. (7) The reactants are C([O:5][C:6](=O)[CH2:7][O:8][CH:9]1[C:18]2[CH:19]=[CH:20][CH:21]=[CH:22][C:17]=2[CH2:16][CH2:15][C:14]2[O:13][C:12]([CH3:23])=[N:11][C:10]1=2)(C)(C)C.[H-].[Al+3].[Li+].[H-].[H-].[H-]. The catalyst is CCOCC. The product is [CH3:23][C:12]1[O:13][C:14]2[CH2:15][CH2:16][C:17]3[CH:22]=[CH:21][CH:20]=[CH:19][C:18]=3[CH:9]([O:8][CH2:7][CH2:6][OH:5])[C:10]=2[N:11]=1. The yield is 0.910. (8) The reactants are [CH2:1]([N:8]1[CH2:13][CH2:12][CH:11]([CH2:14][CH2:15][CH2:16][OH:17])[CH2:10][CH2:9]1)[C:2]1[CH:7]=[CH:6][CH:5]=[CH:4][CH:3]=1.C(N(CC)CC)C.[CH3:25][S:26](Cl)(=[O:28])=[O:27]. The catalyst is O1CCCC1. The product is [CH2:1]([N:8]1[CH2:13][CH2:12][CH:11]([CH2:14][CH2:15][CH2:16][O:17][S:26]([CH3:25])(=[O:28])=[O:27])[CH2:10][CH2:9]1)[C:2]1[CH:7]=[CH:6][CH:5]=[CH:4][CH:3]=1. The yield is 0.839. (9) The reactants are [Cl:1][C:2]1[CH:7]=[CH:6][C:5]([C:8](=O)[CH:9]([C:12]2[CH:17]=[CH:16][N:15]=[CH:14][CH:13]=2)[C:10]#[N:11])=[CH:4][CH:3]=1.P(Cl)(Cl)Cl.[NH2:23][NH2:24]. The catalyst is C(#N)C. The product is [NH2:11][C:10]1[NH:24][N:23]=[C:8]([C:5]2[CH:6]=[CH:7][C:2]([Cl:1])=[CH:3][CH:4]=2)[C:9]=1[C:12]1[CH:17]=[CH:16][N:15]=[CH:14][CH:13]=1. The yield is 0.540.